Dataset: Reaction yield outcomes from USPTO patents with 853,638 reactions. Task: Predict the reaction yield, written as a fraction of the theoretical maximum amount of product (1.0 means a 100% yield; for example, 0.34 means a 34% yield). (1) The reactants are [CH3:1][O:2][C:3]1[CH:8]=[CH:7][C:6]([OH:9])=[CH:5][CH:4]=1.I[C:11]1[CH:16]=[CH:15][C:14]([CH3:17])=[CH:13][CH:12]=1.C(=O)([O-])[O-].[Cs+].[Cs+].Cl.CN(C)CC(O)=O. The catalyst is [Cu](I)I.O1CCOCC1. The product is [CH3:1][O:2][C:3]1[CH:8]=[CH:7][C:6]([O:9][C:11]2[CH:16]=[CH:15][C:14]([CH3:17])=[CH:13][CH:12]=2)=[CH:5][CH:4]=1. The yield is 0.760. (2) The reactants are FC1C=C(C=CC=1)CSC1OC(C2C=CN=C(N)C=2)=NN=1.C(N(CC)CC)C.C(Cl)(=O)C=C.[C:34]([N:38]([C:43]1[CH:48]=[C:47]([C:49]2[O:50][C:51]([S:54][CH2:55][C:56]3[CH:61]=[CH:60][CH:59]=[C:58]([F:62])[CH:57]=3)=[N:52][N:53]=2)[CH:46]=[CH:45][N:44]=1)C(=O)C=C)(=[O:37])[CH:35]=[CH2:36]. The catalyst is O1CCCC1.C(OCC)(=O)C. The product is [F:62][C:58]1[CH:57]=[C:56]([CH:61]=[CH:60][CH:59]=1)[CH2:55][S:54][C:51]1[O:50][C:49]([C:47]2[CH:46]=[CH:45][N:44]=[C:43]([NH:38][C:34](=[O:37])[CH:35]=[CH2:36])[CH:48]=2)=[N:53][N:52]=1. The yield is 0.610. (3) The reactants are [ClH:1].[CH2:2]([C:6]1[N:7]=[C:8]([NH2:11])[NH:9][CH:10]=1)[CH2:3][C:4]#[CH:5].[CH2:12]([N:19]=[N+:20]=[N-:21])[C:13]1[CH:18]=[CH:17][CH:16]=[CH:15][CH:14]=1. No catalyst specified. The product is [ClH:1].[CH2:12]([N:19]1[CH:5]=[C:4]([CH2:3][CH2:2][C:6]2[N:7]=[C:8]([NH2:11])[NH:9][CH:10]=2)[N:21]=[N:20]1)[C:13]1[CH:18]=[CH:17][CH:16]=[CH:15][CH:14]=1. The yield is 0.460. (4) The reactants are [CH3:1][C:2]1[O:6][N:5]=[CH:4][C:3]=1[NH2:7].C(O)(=O)C.[CH3:12][C:13]([CH3:15])=O.C([BH3-])#N.[Na+].[F:20][C:21]([F:32])([F:31])[C:22](O[C:22](=[O:23])[C:21]([F:32])([F:31])[F:20])=[O:23]. The catalyst is CO. The product is [F:20][C:21]([F:32])([F:31])[C:22]([N:7]([CH:13]([CH3:15])[CH3:12])[C:3]1[CH:4]=[N:5][O:6][C:2]=1[CH3:1])=[O:23]. The yield is 0.770. (5) The reactants are [NH2:1][C:2]([CH2:7][OH:8])([CH2:5][OH:6])[CH2:3][OH:4].C(OC(O[C:20]([CH3:23])([CH3:22])[CH3:21])=O)(O[C:20]([CH3:23])([CH3:22])[CH3:21])=O.[CH3:24][OH:25]. The catalyst is O. The product is [OH:4][CH2:3][C:2]([NH:1][C:24](=[O:25])[C:20]([CH3:21])([CH3:22])[CH3:23])([CH2:7][OH:8])[CH2:5][OH:6]. The yield is 1.00.